This data is from Full USPTO retrosynthesis dataset with 1.9M reactions from patents (1976-2016). The task is: Predict the reactants needed to synthesize the given product. (1) Given the product [CH3:27][C:28]([NH:33][CH2:15][C:13]1[CH:12]=[C:11]([NH:17][C:18]2[S:19][C:20]3[C:25]([N:26]=2)=[CH:24][CH:23]=[CH:22][N:21]=3)[N:10]=[C:9]([NH:8][C@H:5]2[CH2:6][CH2:7][C@H:2]([OH:1])[CH2:3][CH2:4]2)[N:14]=1)([CH3:32])[CH2:29][CH2:30][CH3:31], predict the reactants needed to synthesize it. The reactants are: [OH:1][C@H:2]1[CH2:7][CH2:6][C@H:5]([NH:8][C:9]2[N:14]=[C:13]([CH:15]=O)[CH:12]=[C:11]([NH:17][C:18]3[S:19][C:20]4[C:25]([N:26]=3)=[CH:24][CH:23]=[CH:22][N:21]=4)[N:10]=2)[CH2:4][CH2:3]1.[CH3:27][C:28]([NH2:33])([CH3:32])[CH2:29][CH2:30][CH3:31].C(O[BH-](OC(=O)C)OC(=O)C)(=O)C.[Na+].C(=O)(O)[O-].[Na+]. (2) Given the product [Cl:30][C:31]1[N:32]=[CH:33][C:34]([C:35]([N:40]([CH2:15][C:16]2[N:17]=[C:18]([C:21]3[CH:29]=[CH:28][C:24]([C:25]([NH:11][CH2:10][C:9]4[CH:12]=[CH:13][C:6]([CH2:1][CH2:2][CH2:3][CH2:4][CH3:5])=[CH:7][CH:8]=4)=[O:26])=[CH:23][CH:22]=3)[S:19][CH:20]=2)[C:41]2[CH:53]=[CH:52][C:44]([OH:45])=[C:43]([CH:42]=2)[C:48]([OH:49])=[O:47])=[O:36])=[CH:38][CH:39]=1, predict the reactants needed to synthesize it. The reactants are: [CH2:1]([C:6]1[CH:13]=[CH:12][C:9]([CH2:10][NH2:11])=[CH:8][CH:7]=1)[CH2:2][CH2:3][CH2:4][CH3:5].Cl[CH2:15][C:16]1[N:17]=[C:18]([C:21]2[CH:29]=[CH:28][C:24]([C:25](Cl)=[O:26])=[CH:23][CH:22]=2)[S:19][CH:20]=1.[Cl:30][C:31]1[CH:39]=[CH:38][C:34]([C:35](Cl)=[O:36])=[CH:33][N:32]=1.[NH2:40][C:41]1[CH:53]=[CH:52][C:44]2[O:45]C(C)(C)[O:47][C:48](=[O:49])[C:43]=2[CH:42]=1. (3) Given the product [Cl:35][C:16]1[N:15]=[C:14]2[C:19]([N:20]([CH2:21][C:22]3[CH:27]=[CH:26][C:25]([Cl:28])=[CH:24][CH:23]=3)[C:12]([C:6]3[CH:7]=[C:8]([CH3:11])[CH:9]=[CH:10][C:5]=3[O:4][CH2:1][CH2:2][OH:37])=[N:13]2)=[C:18]([NH:29][C@@H:30]([CH:32]2[CH2:33][CH2:34]2)[CH3:31])[N:17]=1, predict the reactants needed to synthesize it. The reactants are: [CH2:1]([O:4][C:5]1[CH:10]=[CH:9][C:8]([CH3:11])=[CH:7][C:6]=1[C:12]1[N:20]([CH2:21][C:22]2[CH:27]=[CH:26][C:25]([Cl:28])=[CH:24][CH:23]=2)[C:19]2[C:14](=[N:15][C:16]([Cl:35])=[N:17][C:18]=2[NH:29][C@@H:30]([CH:32]2[CH2:34][CH2:33]2)[CH3:31])[N:13]=1)[CH:2]=C.I([O-])(=O)(=O)=[O:37].[Na+].[BH4-].[Na+]. (4) Given the product [CH3:16][CH:13]([CH2:12][O:9][C:4]1[CH:5]=[CH:6][CH:7]=[CH:8][C:3]=1[C:2]([F:10])([F:11])[F:1])[CH2:14][O:15][C:19]1[CH:24]=[CH:23][C:22]([CH:25]([C:31]#[C:32][CH3:33])[CH2:26][C:27]([OH:29])=[O:28])=[CH:21][CH:20]=1, predict the reactants needed to synthesize it. The reactants are: [F:1][C:2]([F:11])([F:10])[C:3]1[CH:8]=[CH:7][CH:6]=[CH:5][C:4]=1[OH:9].[CH3:12][CH:13]([CH2:16]O)[CH2:14][OH:15].O[C:19]1[CH:24]=[CH:23][C:22]([CH:25]([C:31]#[C:32][CH3:33])[CH2:26][C:27]([O:29]C)=[O:28])=[CH:21][CH:20]=1. (5) Given the product [F:18][C:10]1[CH:11]=[CH:12][CH:13]=[C:14]([N+:15]([O-:17])=[O:16])[C:9]=1[CH2:4][C:3]([OH:19])=[O:2], predict the reactants needed to synthesize it. The reactants are: C[O:2][C:3](=[O:19])[CH:4]([C:9]1[C:14]([N+:15]([O-:17])=[O:16])=[CH:13][CH:12]=[CH:11][C:10]=1[F:18])C(OC)=O.